Binary Classification. Given a drug SMILES string, predict its activity (active/inactive) in a high-throughput screening assay against a specified biological target. From a dataset of HIV replication inhibition screening data with 41,000+ compounds from the AIDS Antiviral Screen. The compound is CCCCCCCCCCCCCCCC(=O)NC(Cc1ccc(O)cc1)C(=O)O. The result is 0 (inactive).